This data is from Peptide-MHC class II binding affinity with 134,281 pairs from IEDB. The task is: Regression. Given a peptide amino acid sequence and an MHC pseudo amino acid sequence, predict their binding affinity value. This is MHC class II binding data. The peptide sequence is YPKFLANVSTVLTGK. The MHC is DRB1_0802 with pseudo-sequence DRB1_0802. The binding affinity (normalized) is 0.763.